This data is from Reaction yield outcomes from USPTO patents with 853,638 reactions. The task is: Predict the reaction yield, written as a fraction of the theoretical maximum amount of product (1.0 means a 100% yield; for example, 0.34 means a 34% yield). (1) The product is [CH3:25][O:24][C:22](=[O:23])[C:21]([NH2:26])([C:7]([C:3]1[CH:4]=[N:5][CH:6]=[CH:1][CH:2]=1)=[O:9])[CH2:20][CH:18]([CH3:19])[CH3:17]. The catalyst is C(Cl)Cl. The reactants are [CH:1]1[CH:6]=[N:5][CH:4]=[C:3]([C:7]([OH:9])=O)[CH:2]=1.CN1CCOCC1.[CH3:17][CH:18]([CH2:20][C@H:21]([NH2:26])[C:22]([O:24][CH3:25])=[O:23])[CH3:19].Cl. The yield is 0.720. (2) The reactants are [Cl:1][C:2]1[C:7]([Cl:8])=[CH:6][CH:5]=[CH:4][C:3]=1[C:9]([N:11]1[CH2:16][CH2:15][C:14]2[C:17]([C:20]3[CH:25]=[CH:24][CH:23]=[CH:22][CH:21]=3)=[N:18][NH:19][C:13]=2[CH2:12]1)=[O:10].[H-].[Na+].I[CH3:29]. The catalyst is CN(C=O)C. The product is [Cl:1][C:2]1[C:7]([Cl:8])=[CH:6][CH:5]=[CH:4][C:3]=1[C:9]([N:11]1[CH2:16][CH2:15][C:14]2[C:17]([C:20]3[CH:21]=[CH:22][CH:23]=[CH:24][CH:25]=3)=[N:18][N:19]([CH3:29])[C:13]=2[CH2:12]1)=[O:10].[Cl:1][C:2]1[C:7]([Cl:8])=[CH:6][CH:5]=[CH:4][C:3]=1[C:9]([N:11]1[CH2:16][CH2:15][C:14]2=[C:17]([C:20]3[CH:21]=[CH:22][CH:23]=[CH:24][CH:25]=3)[N:18]([CH3:29])[N:19]=[C:13]2[CH2:12]1)=[O:10]. The yield is 0.330. (3) The reactants are [CH3:1][C:2]1[N:3]([CH:14]2[CH2:19][CH2:18][O:17][CH2:16][CH2:15]2)[C:4]([C:7]2[CH:12]=[CH:11][N:10]=[C:9]([NH2:13])[N:8]=2)=[CH:5][N:6]=1.Br[C:21]1[CH:35]=[CH:34][C:24]([C:25]([N:27]2[CH2:32][CH2:31][N:30]([CH3:33])[CH2:29][CH2:28]2)=[O:26])=[CH:23][CH:22]=1.C([O-])([O-])=O.[Cs+].[Cs+].CC(C1C=C(C(C)C)C(C2C=CC=CC=2P(C2CCCCC2)C2CCCCC2)=C(C(C)C)C=1)C. The catalyst is C1C=CC(/C=C/C(/C=C/C2C=CC=CC=2)=O)=CC=1.C1C=CC(/C=C/C(/C=C/C2C=CC=CC=2)=O)=CC=1.C1C=CC(/C=C/C(/C=C/C2C=CC=CC=2)=O)=CC=1.[Pd].[Pd]. The product is [CH3:33][N:30]1[CH2:31][CH2:32][N:27]([C:25]([C:24]2[CH:34]=[CH:35][C:21]([NH:13][C:9]3[N:8]=[C:7]([C:4]4[N:3]([CH:14]5[CH2:19][CH2:18][O:17][CH2:16][CH2:15]5)[C:2]([CH3:1])=[N:6][CH:5]=4)[CH:12]=[CH:11][N:10]=3)=[CH:22][CH:23]=2)=[O:26])[CH2:28][CH2:29]1. The yield is 0.370. (4) The reactants are [Cl:1][C:2]1[CH:7]=[CH:6][C:5]([N:8]2[C:16]([C:17]([NH:19][CH3:20])=[O:18])=[C:15]3[C:10]([CH:11]=[C:12]([N+:24]([O-])=O)[C:13]([CH:21]4[CH2:23][CH2:22]4)=[CH:14]3)=[N:9]2)=[CH:4][CH:3]=1. The catalyst is C1COCC1.CO.[Ni]. The product is [NH2:24][C:12]1[C:13]([CH:21]2[CH2:23][CH2:22]2)=[CH:14][C:15]2[C:10]([CH:11]=1)=[N:9][N:8]([C:5]1[CH:4]=[CH:3][C:2]([Cl:1])=[CH:7][CH:6]=1)[C:16]=2[C:17]([NH:19][CH3:20])=[O:18]. The yield is 0.830. (5) The reactants are [F:1][C:2]1[C:11]([C:12](=[CH2:17])[C:13]([O:15][CH3:16])=[O:14])=[C:10]2[C:5]([CH:6]=[CH:7][C:8]([O:18][CH3:19])=[N:9]2)=[CH:4][CH:3]=1.[N:20]1([C:26]([O:28][C:29]([CH3:32])([CH3:31])[CH3:30])=[O:27])[CH2:25][CH2:24][NH:23][CH2:22][CH2:21]1.CN(C)C(=N)N(C)C. The catalyst is CN(C=O)C. The product is [F:1][C:2]1[C:11]([CH:12]([C:13]([O:15][CH3:16])=[O:14])[CH2:17][N:23]2[CH2:22][CH2:21][N:20]([C:26]([O:28][C:29]([CH3:32])([CH3:31])[CH3:30])=[O:27])[CH2:25][CH2:24]2)=[C:10]2[C:5]([CH:6]=[CH:7][C:8]([O:18][CH3:19])=[N:9]2)=[CH:4][CH:3]=1. The yield is 0.910. (6) The reactants are [OH:1][C@H:2]1[CH2:7][CH2:6][C@H:5]([N:8]2[C:13](=[O:14])[C:12]([CH:15]([C:17]3[CH:22]=[CH:21][C:20]([C:23]4[C:24]([C:29]#[N:30])=[CH:25][CH:26]=[CH:27][CH:28]=4)=[CH:19][CH:18]=3)[CH3:16])=[C:11]([CH2:31][CH2:32][CH3:33])[N:10]3[N:34]=[CH:35][N:36]=[C:9]23)[CH2:4][CH2:3]1.[N+](=[CH:39][C:40]([O:42][CH2:43][CH3:44])=[O:41])=[N-].O. The catalyst is C1(C)C=CC=CC=1.C([O-])(=O)C.[Rh+]. The product is [CH2:43]([O:42][C:40](=[O:41])[CH2:39][O:1][C@H:2]1[CH2:7][CH2:6][C@H:5]([N:8]2[C:13](=[O:14])[C:12]([CH:15]([C:17]3[CH:22]=[CH:21][C:20]([C:23]4[CH:28]=[CH:27][CH:26]=[CH:25][C:24]=4[C:29]#[N:30])=[CH:19][CH:18]=3)[CH3:16])=[C:11]([CH2:31][CH2:32][CH3:33])[N:10]3[N:34]=[CH:35][N:36]=[C:9]23)[CH2:4][CH2:3]1)[CH3:44]. The yield is 0.480. (7) The reactants are S(Cl)(Cl)=O.CO.[CH3:7][O:8][C:9]1[CH:15]=[CH:14][CH:13]=[C:11]([OH:12])[C:10]=1[OH:16].C1(Cl)C(Cl)=C(Cl)C(=O)C(=O)C=1Cl. The catalyst is CCOCC. The product is [CH3:7][O:8][C:9]1[C:10](=[O:16])[C:11](=[O:12])[CH:13]=[CH:14][CH:15]=1. The yield is 0.790.